The task is: Predict the reactants needed to synthesize the given product.. This data is from Full USPTO retrosynthesis dataset with 1.9M reactions from patents (1976-2016). (1) Given the product [CH:1]1([NH:7][C:8]2[C@:12]3([CH2:17][CH2:16][NH:15][C@@H:14]([CH3:28])[CH2:13]3)[N:11]([C:29]3[CH:34]=[CH:33][CH:32]=[C:31]([F:35])[CH:30]=3)[C:10](=[O:36])[N:9]=2)[CH2:2][CH2:3][CH2:4][CH2:5][CH2:6]1, predict the reactants needed to synthesize it. The reactants are: [CH:1]1([NH:7][C:8]2[C@:12]3([CH2:17][CH2:16][N:15](C(OCC4C=CC=CC=4)=O)[C@@H:14]([CH3:28])[CH2:13]3)[N:11]([C:29]3[CH:34]=[CH:33][CH:32]=[C:31]([F:35])[CH:30]=3)[C:10](=[O:36])[N:9]=2)[CH2:6][CH2:5][CH2:4][CH2:3][CH2:2]1.Cl.[OH-].[Na+]. (2) Given the product [CH3:1][O:2][CH2:3][C:4]1[C:13]([N+:20]([O-:21])=[O:19])=[C:7]2[CH:8]=[CH:9][CH:10]=[C:11]([Br:12])[N:6]2[N:5]=1, predict the reactants needed to synthesize it. The reactants are: [CH3:1][O:2][CH2:3][C:4]1[CH:13]=[C:7]2[CH:8]=[CH:9][CH:10]=[C:11]([Br:12])[N:6]2[N:5]=1.F[B-](F)(F)F.[O:19]=[N+:20]=[O:21]. (3) Given the product [C:29]([C:20]1[CH:21]=[CH:22][C:23]([O:1][CH2:2][C:3]2[CH:4]=[C:5]([S:9][C:10]3[CH:11]=[CH:12][C:13]([C:16]#[N:17])=[N:14][CH:15]=3)[CH:6]=[CH:7][CH:8]=2)=[C:24]([CH2:25][CH2:26][CH3:27])[C:19]=1[OH:18])(=[O:31])[CH3:30], predict the reactants needed to synthesize it. The reactants are: [OH:1][CH2:2][C:3]1[CH:4]=[C:5]([S:9][C:10]2[CH:11]=[CH:12][C:13]([C:16]#[N:17])=[N:14][CH:15]=2)[CH:6]=[CH:7][CH:8]=1.[OH:18][C:19]1[C:24]([CH2:25][CH2:26][CH3:27])=[C:23](O)[CH:22]=[CH:21][C:20]=1[C:29](=[O:31])[CH3:30]. (4) Given the product [CH2:1]([O:8][C:9](=[O:27])[C@@H:10]([NH:14][C:15](=[O:26])[C@@H:16]([NH:18][C:19]([C:47]1[CH:46]=[C:45]([CH3:44])[O:49][N:48]=1)=[O:21])[CH3:17])[CH2:11][O:12][CH3:13])[C:2]1[CH:3]=[CH:4][CH:5]=[CH:6][CH:7]=1, predict the reactants needed to synthesize it. The reactants are: [CH2:1]([O:8][C:9](=[O:27])[C@@H:10]([NH:14][C:15](=[O:26])[C@@H:16]([NH:18][C:19]([O:21]C(C)(C)C)=O)[CH3:17])[CH2:11][O:12][CH3:13])[C:2]1[CH:7]=[CH:6][CH:5]=[CH:4][CH:3]=1.FC(F)(F)C(O)=O.C(N(CC)C(C)C)(C)C.[CH3:44][C:45]1[O:49][N:48]=[C:47](C(O)=O)[CH:46]=1.CN(C(ON1N=NC2C=CC=NC1=2)=[N+](C)C)C.F[P-](F)(F)(F)(F)F. (5) Given the product [CH:20]1([C:5]2[CH:6]=[C:7]([CH:14]=[C:15]([N+:17]([O-:19])=[O:18])[CH:16]=2)[C:8]([NH:10][CH:11]([CH3:13])[CH3:12])=[O:9])[CH2:22][CH2:21]1, predict the reactants needed to synthesize it. The reactants are: ClCCl.Br[C:5]1[CH:6]=[C:7]([CH:14]=[C:15]([N+:17]([O-:19])=[O:18])[CH:16]=1)[C:8]([NH:10][CH:11]([CH3:13])[CH3:12])=[O:9].[CH:20]1(B(O)O)[CH2:22][CH2:21]1.C([O-])([O-])=O.[K+].[K+].